From a dataset of Peptide-MHC class I binding affinity with 185,985 pairs from IEDB/IMGT. Regression. Given a peptide amino acid sequence and an MHC pseudo amino acid sequence, predict their binding affinity value. This is MHC class I binding data. (1) The peptide sequence is DRYPANAIV. The MHC is HLA-A31:01 with pseudo-sequence HLA-A31:01. The binding affinity (normalized) is 0.0847. (2) The peptide sequence is TWIDIEGRF. The MHC is HLA-A32:01 with pseudo-sequence HLA-A32:01. The binding affinity (normalized) is 0.0957.